From a dataset of Peptide-MHC class II binding affinity with 134,281 pairs from IEDB. Regression. Given a peptide amino acid sequence and an MHC pseudo amino acid sequence, predict their binding affinity value. This is MHC class II binding data. (1) The peptide sequence is RLLVLDAVALERWPG. The MHC is DRB1_1501 with pseudo-sequence DRB1_1501. The binding affinity (normalized) is 0.605. (2) The peptide sequence is AVWVDGKARTAWVDS. The MHC is HLA-DQA10301-DQB10302 with pseudo-sequence HLA-DQA10301-DQB10302. The binding affinity (normalized) is 0.369.